This data is from Full USPTO retrosynthesis dataset with 1.9M reactions from patents (1976-2016). The task is: Predict the reactants needed to synthesize the given product. (1) Given the product [I:20][C:21]1[CH:22]=[C:23]([C:24]2[N:2]([CH3:1])[C:3]([CH3:4])=[N:27][N:26]=2)[CH:28]=[CH:29][CH:30]=1, predict the reactants needed to synthesize it. The reactants are: [CH3:1][NH:2][C:3](=O)[CH3:4].N1C(C)=CC=CC=1C.C(Cl)(=O)C(Cl)=O.[I:20][C:21]1[CH:22]=[C:23]([CH:28]=[CH:29][CH:30]=1)[C:24]([NH:26][NH2:27])=O.C(=O)(O)[O-].[Na+]. (2) Given the product [NH:36]1[CH:35]=[C:34]([C:2]2[CH:7]=[N:6][N:5]3[C:8]([C:11]4[CH:12]=[C:13]([NH:17][C:18]([NH:20][CH2:21][C:22]([F:25])([F:24])[F:23])=[O:19])[CH:14]=[CH:15][CH:16]=4)=[CH:9][N:10]=[C:4]3[CH:3]=2)[CH:38]=[N:37]1, predict the reactants needed to synthesize it. The reactants are: Cl[C:2]1[CH:7]=[N:6][N:5]2[C:8]([C:11]3[CH:12]=[C:13]([NH:17][C:18]([NH:20][CH2:21][C:22]([F:25])([F:24])[F:23])=[O:19])[CH:14]=[CH:15][CH:16]=3)=[CH:9][N:10]=[C:4]2[CH:3]=1.CC1(C)C(C)(C)OB([C:34]2[CH:35]=[N:36][N:37](C(OC(C)(C)C)=O)[CH:38]=2)O1.[O-]P([O-])([O-])=O.[K+].[K+].[K+]. (3) Given the product [NH2:1][C:2]1[C:11]2[C:6](=[CH:7][CH:8]=[CH:9][C:10]=2[O:12][CH2:13][C@@H:14]([NH:16][C:29]([CH:23]2[CH2:28][CH2:27][CH2:26][CH2:25][CH2:24]2)=[O:30])[CH3:15])[N:5]=[C:4]([CH3:17])[C:3]=1[C:18]([O:20][CH2:21][CH3:22])=[O:19], predict the reactants needed to synthesize it. The reactants are: [NH2:1][C:2]1[C:11]2[C:6](=[CH:7][CH:8]=[CH:9][C:10]=2[O:12][CH2:13][C@@H:14]([NH2:16])[CH3:15])[N:5]=[C:4]([CH3:17])[C:3]=1[C:18]([O:20][CH2:21][CH3:22])=[O:19].[CH:23]1([C:29](O)=[O:30])[CH2:28][CH2:27][CH2:26][CH2:25][CH2:24]1. (4) Given the product [C:11]1([CH:9]([NH:8][C:4]2[CH:3]=[C:2]([B:17]3[O:21][C:20]([CH3:23])([CH3:22])[C:19]([CH3:25])([CH3:24])[O:18]3)[CH:7]=[CH:6][N:5]=2)[CH3:10])[CH:16]=[CH:15][CH:14]=[CH:13][CH:12]=1, predict the reactants needed to synthesize it. The reactants are: Br[C:2]1[CH:7]=[CH:6][N:5]=[C:4]([NH:8][CH:9]([C:11]2[CH:16]=[CH:15][CH:14]=[CH:13][CH:12]=2)[CH3:10])[CH:3]=1.[B:17]1([B:17]2[O:21][C:20]([CH3:23])([CH3:22])[C:19]([CH3:25])([CH3:24])[O:18]2)[O:21][C:20]([CH3:23])([CH3:22])[C:19]([CH3:25])([CH3:24])[O:18]1.C([O-])(=O)C.[K+].O1CCOCC1. (5) Given the product [N:11]1[C:16]([N:3]2[C:2](=[O:27])[CH:10]=[CH:9][C:5]([C:6]([NH2:8])=[O:7])=[CH:4]2)=[CH:15][CH:14]=[CH:13][C:12]=1[C:17]1[CH:22]=[CH:21][CH:20]=[CH:19][N:18]=1, predict the reactants needed to synthesize it. The reactants are: Cl[C:2]1[CH:10]=[CH:9][C:5]([C:6]([NH2:8])=[O:7])=[CH:4][N:3]=1.[N+:11]1([O-])[C:12]([C:17]2[CH:22]=[CH:21][CH:20]=[CH:19][N:18]=2)=[CH:13][CH:14]=[CH:15][CH:16]=1.Br.C(O)(=[O:27])C.[OH-].[Na+]. (6) Given the product [NH2:16][C:10]1[O:11][CH2:12][C:13]([F:14])([F:15])[C@:8]([C:6]2[CH:7]=[C:2]([NH:1][C:26]([C:21]3[C:20]([F:19])=[CH:25][CH:24]=[CH:23][N:22]=3)=[O:27])[CH:3]=[CH:4][C:5]=2[F:18])([CH3:17])[N:9]=1, predict the reactants needed to synthesize it. The reactants are: [NH2:1][C:2]1[CH:3]=[CH:4][C:5]([F:18])=[C:6]([C@:8]2([CH3:17])[C:13]([F:15])([F:14])[CH2:12][O:11][C:10]([NH2:16])=[N:9]2)[CH:7]=1.[F:19][C:20]1[C:21]([C:26](O)=[O:27])=[N:22][CH:23]=[CH:24][CH:25]=1. (7) Given the product [Br:13][CH2:14][C:15]([NH:1][C:2]1[CH:11]=[C:10]2[C:5]([CH2:6][CH2:7][C:8](=[O:12])[NH:9]2)=[CH:4][CH:3]=1)=[O:16], predict the reactants needed to synthesize it. The reactants are: [NH2:1][C:2]1[CH:11]=[C:10]2[C:5]([CH2:6][CH2:7][C:8](=[O:12])[NH:9]2)=[CH:4][CH:3]=1.[Br:13][CH2:14][C:15](O)=[O:16].